From a dataset of Full USPTO retrosynthesis dataset with 1.9M reactions from patents (1976-2016). Predict the reactants needed to synthesize the given product. (1) Given the product [CH3:22][N:18]1[CH2:19][CH2:20][CH2:21][N:16]2[C:15](=[O:24])[N:14]=[C:13]([NH:11][CH2:10][C:4]3[CH:3]=[C:2]([F:1])[C:7]([F:8])=[C:6]([F:9])[CH:5]=3)[CH:23]=[C:17]12, predict the reactants needed to synthesize it. The reactants are: [F:1][C:2]1[CH:3]=[C:4]([CH2:10][NH2:11])[CH:5]=[C:6]([F:9])[C:7]=1[F:8].Cl[C:13]1[CH:23]=[C:17]2[N:18]([CH3:22])[CH2:19][CH2:20][CH2:21][N:16]2[C:15](=[O:24])[N:14]=1. (2) Given the product [Br:12][C:13]1[CH:14]=[CH:15][C:16]([C:19]([OH:20])([CH2:21][N:1]2[CH:5]=[N:4][CH:3]=[N:2]2)[C:22]([F:29])([F:30])[C:23]2[CH:28]=[CH:27][CH:26]=[CH:25][N:24]=2)=[CH:17][CH:18]=1, predict the reactants needed to synthesize it. The reactants are: [N:1]1[N:2]=[CH:3][NH:4][CH:5]=1.C(=O)([O-])[O-].[K+].[K+].[Br:12][C:13]1[CH:18]=[CH:17][C:16]([C:19]2([C:22]([F:30])([F:29])[C:23]3[CH:28]=[CH:27][CH:26]=[CH:25][N:24]=3)[CH2:21][O:20]2)=[CH:15][CH:14]=1.O.